This data is from Full USPTO retrosynthesis dataset with 1.9M reactions from patents (1976-2016). The task is: Predict the reactants needed to synthesize the given product. Given the product [CH3:25][N:26]1[C:30]([S:31]([N:22]2[CH2:23][CH2:24][CH:19]([C:10]3[C:9]4[C:13](=[C:14]([C:16]([NH2:18])=[O:17])[CH:15]=[C:7]([C:1]5[CH:2]=[CH:3][CH:4]=[CH:5][CH:6]=5)[CH:8]=4)[NH:12][CH:11]=3)[CH2:20][CH2:21]2)(=[O:33])=[O:32])=[CH:29][N:28]=[C:27]1[CH3:35], predict the reactants needed to synthesize it. The reactants are: [C:1]1([C:7]2[CH:8]=[C:9]3[C:13](=[C:14]([C:16]([NH2:18])=[O:17])[CH:15]=2)[NH:12][CH:11]=[C:10]3[CH:19]2[CH2:24][CH2:23][NH:22][CH2:21][CH2:20]2)[CH:6]=[CH:5][CH:4]=[CH:3][CH:2]=1.[CH3:25][N:26]1[C:30]([S:31](Cl)(=[O:33])=[O:32])=[CH:29][N:28]=[C:27]1[CH3:35].C(N(CC)CC)C.